This data is from Forward reaction prediction with 1.9M reactions from USPTO patents (1976-2016). The task is: Predict the product of the given reaction. (1) Given the reactants FC(F)(F)C(O)=O.C(OC([NH:15][C@@H:16]([CH3:43])[CH2:17][N:18]([C:20]1[N:21]([CH2:39][C:40]#[C:41][CH3:42])[C:22]2[C:27](=[O:28])[N:26]([CH2:29][C:30]3[CH:35]=[CH:34][CH:33]=[CH:32][C:31]=3[C:36]#[N:37])[N:25]=[CH:24][C:23]=2[N:38]=1)[CH3:19])=O)(C)(C)C.C(=O)([O-])[O-].[Na+].[Na+], predict the reaction product. The product is: [NH2:15][C@@H:16]([CH3:43])[CH2:17][N:18]([C:20]1[N:21]([CH2:39][C:40]#[C:41][CH3:42])[C:22]2[C:27](=[O:28])[N:26]([CH2:29][C:30]3[CH:35]=[CH:34][CH:33]=[CH:32][C:31]=3[C:36]#[N:37])[N:25]=[CH:24][C:23]=2[N:38]=1)[CH3:19]. (2) Given the reactants Br[CH2:2][C:3]([O:5][CH3:6])=[O:4].C([O-])(=O)C.[Na+].[CH3:12][O:13][C:14]1[CH:34]=[C:33]([O:35][CH3:36])[CH:32]=[C:31]([O:37][CH3:38])[C:15]=1/[CH:16]=[CH:17]/[S:18]([CH2:21][C:22]1[CH:23]=[CH:24][C:25]([O:29][CH3:30])=[C:26]([NH2:28])[CH:27]=1)(=[O:20])=[O:19], predict the reaction product. The product is: [CH3:12][O:13][C:14]1[CH:34]=[C:33]([O:35][CH3:36])[CH:32]=[C:31]([O:37][CH3:38])[C:15]=1[CH:16]=[CH:17][S:18]([CH2:21][C:22]1[CH:23]=[CH:24][C:25]([O:29][CH3:30])=[C:26]([NH:28][CH2:2][C:3]([O:5][CH3:6])=[O:4])[CH:27]=1)(=[O:20])=[O:19]. (3) The product is: [CH3:1][N:2]([C:10]1[CH:15]=[CH:14][CH:13]=[C:12]([CH3:16])[N+:11]=1[O-:25])[C:3](=[O:9])[O:4][C:5]([CH3:8])([CH3:7])[CH3:6]. Given the reactants [CH3:1][N:2]([C:10]1[CH:15]=[CH:14][CH:13]=[C:12]([CH3:16])[N:11]=1)[C:3](=[O:9])[O:4][C:5]([CH3:8])([CH3:7])[CH3:6].C1C=C(Cl)C=C(C(OO)=[O:25])C=1, predict the reaction product. (4) Given the reactants [N+:1]([O-:4])(O)=[O:2].[C:5]([C:9]1[CH:17]=[CH:16][C:12]2[O:13][CH2:14][O:15][C:11]=2[CH:10]=1)([CH3:8])([CH3:7])[CH3:6].[OH-].[Na+].ClCCl, predict the reaction product. The product is: [C:5]([C:9]1[C:17]([N+:1]([O-:4])=[O:2])=[CH:16][C:12]2[O:13][CH2:14][O:15][C:11]=2[CH:10]=1)([CH3:8])([CH3:6])[CH3:7]. (5) Given the reactants [F:1][C:2]1[C:11]([F:12])=[C:10]2[C:5]([C:6]([CH2:14][NH:15][C:16]3[CH:21]=[CH:20][C:19]([N:22]4[CH2:27][CH2:26][CH2:25][CH2:24][CH2:23]4)=[CH:18][CH:17]=3)=[CH:7][C:8](=[O:13])[NH:9]2)=[CH:4][CH:3]=1.[CH3:28][C:29]1[N:30]=[CH:31][S:32][C:33]=1[C:34](O)=[O:35], predict the reaction product. The product is: [F:1][C:2]1[C:11]([F:12])=[C:10]2[C:5]([C:6]([CH2:14][N:15]([C:16]3[CH:21]=[CH:20][C:19]([N:22]4[CH2:27][CH2:26][CH2:25][CH2:24][CH2:23]4)=[CH:18][CH:17]=3)[C:34]([C:33]3[S:32][CH:31]=[N:30][C:29]=3[CH3:28])=[O:35])=[CH:7][C:8](=[O:13])[NH:9]2)=[CH:4][CH:3]=1. (6) Given the reactants N[C:2]1[CH:10]=[CH:9][C:5]([C:6]([OH:8])=[O:7])=[C:4]([OH:11])[CH:3]=1.N([O-])=O.[Na+].C(OCC)(=O)C.[BrH:22], predict the reaction product. The product is: [Br:22][C:2]1[CH:10]=[CH:9][C:5]([C:6]([OH:8])=[O:7])=[C:4]([OH:11])[CH:3]=1. (7) Given the reactants [CH3:1][O:2][C:3](=[O:13])[NH:4][C:5]1[CH:10]=[CH:9][C:8]([CH3:11])=[C:7]([F:12])[CH:6]=1.[I:14]([O-])(=O)(=O)=O.[Na+].S(=O)(=O)(O)O, predict the reaction product. The product is: [CH3:1][O:2][C:3](=[O:13])[NH:4][C:5]1[CH:6]=[C:7]([F:12])[C:8]([CH3:11])=[CH:9][C:10]=1[I:14].